This data is from Forward reaction prediction with 1.9M reactions from USPTO patents (1976-2016). The task is: Predict the product of the given reaction. (1) The product is: [CH3:1][O:2][C:3]1[CH:4]=[C:5]2[C:9](=[CH:10][CH:11]=1)[NH:8][CH:7]=[C:6]2[CH2:12][C:13]([NH:28][C:29]1[S:30][C:31]([N+:34]([O-:36])=[O:35])=[CH:32][N:33]=1)=[O:15]. Given the reactants [CH3:1][O:2][C:3]1[CH:4]=[C:5]2[C:9](=[CH:10][CH:11]=1)[NH:8][CH:7]=[C:6]2[CH2:12][C:13]([OH:15])=O.C1N=CN(C(N2C=NC=C2)=O)C=1.[NH2:28][C:29]1[S:30][C:31]([N+:34]([O-:36])=[O:35])=[CH:32][N:33]=1, predict the reaction product. (2) Given the reactants [NH2:1][C:2]1[CH:3]=[N:4][N:5]([CH2:17][CH2:18][O:19][CH2:20][Si:21]([CH3:24])([CH3:23])[CH3:22])[C:6]=1[C:7]1[CH:8]=[C:9]([CH:12]=[CH:13][C:14]=1[O:15][CH3:16])[C:10]#[N:11].[N:25]1[N:29]2[CH:30]=[CH:31][CH:32]=[N:33][C:28]2=[C:27]([C:34](Cl)=[O:35])[CH:26]=1, predict the reaction product. The product is: [C:10]([C:9]1[CH:12]=[CH:13][C:14]([O:15][CH3:16])=[C:7]([C:6]2[N:5]([CH2:17][CH2:18][O:19][CH2:20][Si:21]([CH3:23])([CH3:22])[CH3:24])[N:4]=[CH:3][C:2]=2[NH:1][C:34]([C:27]2[CH:26]=[N:25][N:29]3[CH:30]=[CH:31][CH:32]=[N:33][C:28]=23)=[O:35])[CH:8]=1)#[N:11].